The task is: Predict which catalyst facilitates the given reaction.. This data is from Catalyst prediction with 721,799 reactions and 888 catalyst types from USPTO. (1) Reactant: [NH2:1][C:2]1[C:9]([OH:10])=[CH:8][C:7](SC(C)C)=[CH:6][C:3]=1[C:4]#[N:5].O1C[CH2:18][CH2:17][CH2:16]1.O[O:21][S:22]([O-:24])=O.[K+].S([O-])([O-])=O.[Na+].[Na+]. Product: [NH2:1][C:2]1[C:9]([OH:10])=[CH:8][C:7]([S:22]([CH:17]([CH3:18])[CH3:16])(=[O:24])=[O:21])=[CH:6][C:3]=1[C:4]#[N:5]. The catalyst class is: 72. (2) Reactant: [C:1]([C:5]1[CH:6]=[C:7]([C:20]([O:22]CC)=[O:21])[N:8]([CH2:10][C:11]2[C:16]([CH3:17])=[CH:15][C:14]([CH3:18])=[CH:13][C:12]=2[CH3:19])[CH:9]=1)([CH3:4])([CH3:3])[CH3:2].[OH-].[Na+].Cl. Product: [C:1]([C:5]1[CH:6]=[C:7]([C:20]([OH:22])=[O:21])[N:8]([CH2:10][C:11]2[C:12]([CH3:19])=[CH:13][C:14]([CH3:18])=[CH:15][C:16]=2[CH3:17])[CH:9]=1)([CH3:4])([CH3:2])[CH3:3]. The catalyst class is: 24.